From a dataset of Full USPTO retrosynthesis dataset with 1.9M reactions from patents (1976-2016). Predict the reactants needed to synthesize the given product. (1) Given the product [C:5]([CH:4]([CH2:13][CH2:14][CH2:15][CH:16]1[CH2:21][CH2:20][CH2:19][CH2:18][CH2:17]1)[C:3]([O:2][CH3:1])=[O:8])(=[O:7])[CH3:6], predict the reactants needed to synthesize it. The reactants are: [CH3:1][O:2][C:3](=[O:8])/[CH:4]=[C:5](/[O-:7])\[CH3:6].[Na+].[I-].[K+].Br[CH2:13][CH2:14][CH2:15][CH:16]1[CH2:21][CH2:20][CH2:19][CH2:18][CH2:17]1. (2) Given the product [ClH:32].[C:1]([C:4]1[CH:5]=[C:6]([C:10]2[N:11]=[CH:12][N:13]([C:15]([N:17]([CH:19]3[CH2:20][CH2:21][N:22]([C:25]4[CH:26]=[CH:27][C:28]([OH:31])=[CH:29][CH:30]=4)[CH2:23][CH2:24]3)[CH3:18])=[O:16])[CH:14]=2)[CH:7]=[CH:8][CH:9]=1)(=[O:3])[NH2:2], predict the reactants needed to synthesize it. The reactants are: [C:1]([C:4]1[CH:5]=[C:6]([C:10]2[N:11]=[CH:12][N:13]([C:15]([N:17]([CH:19]3[CH2:24][CH2:23][N:22]([C:25]4[CH:30]=[CH:29][C:28]([OH:31])=[CH:27][CH:26]=4)[CH2:21][CH2:20]3)[CH3:18])=[O:16])[CH:14]=2)[CH:7]=[CH:8][CH:9]=1)(=[O:3])[NH2:2].[ClH:32].C(OCC)C. (3) Given the product [NH2:20][C:4]1[CH:3]=[C:2]([Cl:1])[C:7]([S:8][C:9]2[CH:14]=[C:13]([CH:15]([CH3:16])[CH3:17])[C:12](=[O:18])[NH:11][N:10]=2)=[C:6]([Cl:19])[CH:5]=1, predict the reactants needed to synthesize it. The reactants are: [Cl:1][C:2]1[CH:3]=[C:4]([NH:20]C(=O)C)[CH:5]=[C:6]([Cl:19])[C:7]=1[S:8][C:9]1[CH:14]=[C:13]([CH:15]([CH3:17])[CH3:16])[C:12](=[O:18])[NH:11][N:10]=1.[OH-].[Na+]. (4) Given the product [CH3:23][S:24]([O:13][CH2:12][C:9]1[CH:8]=[C:7]([C:1]2[CH:2]=[CH:3][CH:4]=[CH:5][CH:6]=2)[O:11][N:10]=1)(=[O:26])=[O:25], predict the reactants needed to synthesize it. The reactants are: [C:1]1([C:7]2[O:11][N:10]=[C:9]([CH:12]=[O:13])[CH:8]=2)[CH:6]=[CH:5][CH:4]=[CH:3][CH:2]=1.[BH4-].[Na+].CCN(CC)CC.[CH3:23][S:24](Cl)(=[O:26])=[O:25]. (5) Given the product [CH3:28][O:27][C:20]1[CH:19]=[C:18]([N:14]2[CH2:15][CH2:16][N:11]([CH3:10])[CH2:12][CH2:13]2)[CH:23]=[CH:22][C:21]=1[N+:24]([O-:26])=[O:25], predict the reactants needed to synthesize it. The reactants are: C(N(CC)C(C)C)(C)C.[CH3:10][N:11]1[CH2:16][CH2:15][NH:14][CH2:13][CH2:12]1.F[C:18]1[CH:23]=[CH:22][C:21]([N+:24]([O-:26])=[O:25])=[C:20]([O:27][CH3:28])[CH:19]=1. (6) The reactants are: [OH:1][C:2]12[CH2:16][CH:15]([CH3:17])[CH2:14][C:13](=[O:18])[CH:12]1[CH2:11][CH2:10][CH2:9][CH2:8][CH2:7][CH2:6][CH2:5][CH2:4][CH2:3]2.[CH3:19][C:20](OC(C)=O)=[O:21].CC1C=CC(S(O)(=O)=O)=CC=1.O. Given the product [C:20]([O:1][C:2]12[CH2:16][CH:15]([CH3:17])[CH2:14][C:13](=[O:18])[CH:12]1[CH2:11][CH2:10][CH2:9][CH2:8][CH2:7][CH2:6][CH2:5][CH2:4][CH2:3]2)(=[O:21])[CH3:19], predict the reactants needed to synthesize it. (7) Given the product [C:1]([O:5][C:6]([N:8]1[CH2:13][CH2:12][CH:11]([C:14]2[C:19]([C:22]3[CH:23]=[CH:24][CH:25]=[CH:26][CH:27]=3)=[N:18][CH:17]=[CH:16][N:15]=2)[CH2:10][CH2:9]1)=[O:7])([CH3:4])([CH3:3])[CH3:2], predict the reactants needed to synthesize it. The reactants are: [C:1]([O:5][C:6]([N:8]1[CH2:13][CH2:12][CH:11]([C:14]2[C:19](Cl)=[N:18][CH:17]=[CH:16][N:15]=2)[CH2:10][CH2:9]1)=[O:7])([CH3:4])([CH3:3])[CH3:2].C[C:22]1[CH:23]=[C:24](B(O)O)[CH:25]=[CH:26][CH:27]=1.C([O-])([O-])=O.[Na+].[Na+].O.